From a dataset of Reaction yield outcomes from USPTO patents with 853,638 reactions. Predict the reaction yield, written as a fraction of the theoretical maximum amount of product (1.0 means a 100% yield; for example, 0.34 means a 34% yield). (1) The reactants are C([O:8][C:9]1[C:18]([O:19][CH:20]([CH3:22])[CH3:21])=[CH:17][C:12]([C:13]([O:15][CH3:16])=[O:14])=[CH:11][C:10]=1[Cl:23])C1C=CC=CC=1. The catalyst is CO.C(Cl)Cl.CC(O)=O.[Pd]. The product is [Cl:23][C:10]1[CH:11]=[C:12]([CH:17]=[C:18]([O:19][CH:20]([CH3:22])[CH3:21])[C:9]=1[OH:8])[C:13]([O:15][CH3:16])=[O:14]. The yield is 0.890. (2) The reactants are [C:1](#[N:6])[C:2]([CH3:5])([CH3:4])[CH3:3].[ClH:7].[CH3:8][CH2:9][OH:10]. No catalyst specified. The product is [ClH:7].[C:1](=[NH:6])([O:10][CH2:9][CH3:8])[C:2]([CH3:5])([CH3:4])[CH3:3]. The yield is 0.870. (3) The reactants are O[C:2]1([C:16]2[CH:21]=[CH:20][C:19]([O:22][CH3:23])=[CH:18][CH:17]=2)[CH2:8][CH2:7][CH2:6][CH2:5][N:4](C(OC(C)(C)C)=O)[CH2:3]1.[ClH:24]. No catalyst specified. The product is [ClH:24].[CH3:23][O:22][C:19]1[CH:18]=[CH:17][C:16]([C:2]2[CH2:8][CH2:7][CH2:6][CH2:5][NH:4][CH:3]=2)=[CH:21][CH:20]=1. The yield is 0.620. (4) The reactants are [CH3:1][O:2][C:3]1[CH:12]=[C:11]2[C:6]([C:7]([NH:13][C:14]3[CH:19]=[CH:18][C:17]([O:20][C:21]4[CH:26]=[CH:25][CH:24]=[CH:23][CH:22]=4)=[CH:16][CH:15]=3)=[N:8][CH:9]=[N:10]2)=[CH:5][C:4]=1[NH2:27].[CH2:28]([O:30][P:31]([CH2:36][C:37](O)=[O:38])([O:33][CH2:34][CH3:35])=[O:32])[CH3:29].CCN=C=NCCCN(C)C.Cl.CCN(C(C)C)C(C)C. The catalyst is CN(C=O)C.CC(=O)OCC. The product is [CH3:1][O:2][C:3]1[CH:12]=[C:11]2[C:6]([C:7]([NH:13][C:14]3[CH:15]=[CH:16][C:17]([O:20][C:21]4[CH:26]=[CH:25][CH:24]=[CH:23][CH:22]=4)=[CH:18][CH:19]=3)=[N:8][CH:9]=[N:10]2)=[CH:5][C:4]=1[NH:27][C:37](=[O:38])[CH2:36][P:31](=[O:32])([O:33][CH2:34][CH3:35])[O:30][CH2:28][CH3:29]. The yield is 0.500. (5) The reactants are Br[C:2]1[CH:3]=[C:4]([CH:17]=[CH:18][CH:19]=1)[O:5][C:6]1[CH:15]=[N:14][C:13]2[C:8](=[CH:9][CH:10]=[CH:11][C:12]=2[Cl:16])[N:7]=1.[CH3:20][S:21]([C:24]1[CH:25]=[C:26](B(O)O)[CH:27]=[CH:28][CH:29]=1)(=[O:23])=[O:22].C(=O)([O-])[O-].[Na+].[Na+].C1(C)C=CC=CC=1. The catalyst is [Pd].C1(P(C2C=CC=CC=2)C2C=CC=CC=2)C=CC=CC=1.C1(P(C2C=CC=CC=2)C2C=CC=CC=2)C=CC=CC=1.C1(P(C2C=CC=CC=2)C2C=CC=CC=2)C=CC=CC=1.C1(P(C2C=CC=CC=2)C2C=CC=CC=2)C=CC=CC=1.C(O)C. The product is [Cl:16][C:12]1[CH:11]=[CH:10][CH:9]=[C:8]2[C:13]=1[N:14]=[CH:15][C:6]([O:5][C:4]1[CH:3]=[C:2]([C:28]3[CH:27]=[CH:26][CH:25]=[C:24]([S:21]([CH3:20])(=[O:23])=[O:22])[CH:29]=3)[CH:19]=[CH:18][CH:17]=1)=[N:7]2. The yield is 0.430.